This data is from Full USPTO retrosynthesis dataset with 1.9M reactions from patents (1976-2016). The task is: Predict the reactants needed to synthesize the given product. Given the product [CH2:27]([O:31][C:2]1[CH:7]=[C:6]([F:8])[CH:5]=[CH:4][C:3]=1[C:9]1[N:14]=[CH:13][N:12]=[C:11]([NH:15][C:16]2[CH:21]=[CH:20][CH:19]=[C:18]([CH2:22][S:23]([CH3:26])(=[O:25])=[O:24])[CH:17]=2)[N:10]=1)[CH2:28][CH2:29][CH3:30], predict the reactants needed to synthesize it. The reactants are: F[C:2]1[CH:7]=[C:6]([F:8])[CH:5]=[CH:4][C:3]=1[C:9]1[N:14]=[CH:13][N:12]=[C:11]([NH:15][C:16]2[CH:21]=[CH:20][CH:19]=[C:18]([CH2:22][S:23]([CH3:26])(=[O:25])=[O:24])[CH:17]=2)[N:10]=1.[CH2:27]([OH:31])[CH2:28][CH2:29][CH3:30].